Task: Predict the reaction yield, written as a fraction of the theoretical maximum amount of product (1.0 means a 100% yield; for example, 0.34 means a 34% yield).. Dataset: Reaction yield outcomes from USPTO patents with 853,638 reactions (1) The reactants are [Cl:1][C:2]1[CH:3]=[C:4]([CH:19]=[CH:20][C:21]=1[O:22][CH:23]([CH3:25])[CH3:24])[C:5](OC1C(F)=C(F)C(F)=C(F)C=1F)=[O:6].[NH:26]([CH2:28][CH2:29][C:30]#[N:31])[NH2:27].[CH2:32]([O:39][C:40]1[CH:47]=[CH:46][C:43]([CH:44]=O)=[CH:42][CH:41]=1)[C:33]1[CH:38]=[CH:37][CH:36]=[CH:35][CH:34]=1.C([BH3-])#N.[Na+].O.C1(C)C=CC(S(O)(=O)=O)=CC=1. The catalyst is CO. The product is [Cl:1][C:2]1[CH:3]=[C:4]([CH:19]=[CH:20][C:21]=1[O:22][CH:23]([CH3:25])[CH3:24])[C:5]([NH:27][N:26]([CH2:28][CH2:29][C:30]#[N:31])[CH2:44][C:43]1[CH:46]=[CH:47][C:40]([O:39][CH2:32][C:33]2[CH:38]=[CH:37][CH:36]=[CH:35][CH:34]=2)=[CH:41][CH:42]=1)=[O:6]. The yield is 0.610. (2) The reactants are [F:1][C:2]1[CH:7]=[CH:6][CH:5]=[C:4]([F:8])[C:3]=1[S:9]([NH:12][C:13]1[C:14]([F:23])=[C:15]([CH:20]=[CH:21][CH:22]=1)[C:16](OC)=[O:17])(=[O:11])=[O:10].[Li+].C[Si]([N-][Si](C)(C)C)(C)C.[Cl:34][C:35]1[N:40]=[C:39]([CH3:41])[CH:38]=[CH:37][N:36]=1.Cl. The catalyst is C1COCC1.CCOC(C)=O. The product is [Cl:34][C:35]1[N:40]=[C:39]([CH2:41][C:16]([C:15]2[C:14]([F:23])=[C:13]([NH:12][S:9]([C:3]3[C:2]([F:1])=[CH:7][CH:6]=[CH:5][C:4]=3[F:8])(=[O:10])=[O:11])[CH:22]=[CH:21][CH:20]=2)=[O:17])[CH:38]=[CH:37][N:36]=1. The yield is 0.710. (3) The reactants are [Br:1][C:2]1[CH:3]=[C:4]2[C:9](=[CH:10][C:11]=1[Cl:12])[N:8]=[C:7]([CH3:13])[N:6]=[C:5]2[N:14]1[CH2:19][CH2:18][N:17]([C:20]([O:22][C:23]([CH3:26])([CH3:25])[CH3:24])=[O:21])[CH:16]([C:27]([OH:29])=O)[CH2:15]1.CC[N:32](CC)CC.ClC(OCC)=O.N.O. The catalyst is C1COCC1. The product is [Br:1][C:2]1[CH:3]=[C:4]2[C:9](=[CH:10][C:11]=1[Cl:12])[N:8]=[C:7]([CH3:13])[N:6]=[C:5]2[N:14]1[CH2:19][CH2:18][N:17]([C:20]([O:22][C:23]([CH3:24])([CH3:26])[CH3:25])=[O:21])[CH:16]([C:27](=[O:29])[NH2:32])[CH2:15]1. The yield is 0.850.